From a dataset of NCI-60 drug combinations with 297,098 pairs across 59 cell lines. Regression. Given two drug SMILES strings and cell line genomic features, predict the synergy score measuring deviation from expected non-interaction effect. (1) Drug 1: CC1C(C(CC(O1)OC2CC(OC(C2O)C)OC3=CC4=CC5=C(C(=O)C(C(C5)C(C(=O)C(C(C)O)O)OC)OC6CC(C(C(O6)C)O)OC7CC(C(C(O7)C)O)OC8CC(C(C(O8)C)O)(C)O)C(=C4C(=C3C)O)O)O)O. Drug 2: CC(C)NC(=O)C1=CC=C(C=C1)CNNC.Cl. Cell line: MOLT-4. Synergy scores: CSS=24.7, Synergy_ZIP=1.03, Synergy_Bliss=0.350, Synergy_Loewe=-54.7, Synergy_HSA=-3.21. (2) Drug 1: CC12CCC3C(C1CCC2=O)CC(=C)C4=CC(=O)C=CC34C. Drug 2: C1=NC2=C(N=C(N=C2N1C3C(C(C(O3)CO)O)O)F)N. Cell line: UO-31. Synergy scores: CSS=31.8, Synergy_ZIP=-7.03, Synergy_Bliss=-2.96, Synergy_Loewe=-6.05, Synergy_HSA=-3.68.